From a dataset of Forward reaction prediction with 1.9M reactions from USPTO patents (1976-2016). Predict the product of the given reaction. (1) Given the reactants [CH2:1]([O:3][C:4](=[O:19])[CH:5]=[C:6]1[CH2:11][CH2:10][N:9]([C:12]([O:14][C:15]([CH3:18])([CH3:17])[CH3:16])=[O:13])[CH2:8][CH2:7]1)[CH3:2].C(OC(N1CCC(=O)CC1)=O)(C)(C)C.C([N-]C(C)C)(C)C.[Li+].C(=O)([O-])O.[Na+], predict the reaction product. The product is: [CH2:1]([O:3][C:4](=[O:19])[CH2:5][C:6]1[CH2:11][CH2:10][N:9]([C:12]([O:14][C:15]([CH3:18])([CH3:17])[CH3:16])=[O:13])[CH2:8][CH:7]=1)[CH3:2]. (2) Given the reactants [AlH4-].[Li+].C[C:4]1[CH:12]=[CH:11][C:7]([C:8](O)=[O:9])=[CH:6][C:5]=1[B:13]1[O:17][C:16]([CH3:19])([CH3:18])[C:15]([CH3:21])([CH3:20])[O:14]1, predict the reaction product. The product is: [CH3:18][C:16]1([CH3:19])[C:15]([CH3:20])([CH3:21])[O:14][B:13]([C:5]2[CH:6]=[C:7]([CH2:8][OH:9])[CH:11]=[CH:12][CH:4]=2)[O:17]1. (3) Given the reactants CC1[N:3]([C:8]2[N:13]=[C:12]([CH2:14][C:15]([N:17]3[C:25]4[C:20](=[CH:21][C:22]([NH:26][C:27]([C:29]5[C:30]([C:35]6[CH:40]=[CH:39][C:38]([C:41]([F:44])([F:43])[F:42])=[CH:37][CH:36]=6)=[CH:31][CH:32]=[CH:33][CH:34]=5)=[O:28])=[CH:23][CH:24]=4)[CH2:19][CH2:18]3)=[O:16])[CH:11]=[CH:10][CH:9]=2)C(C)=CC=1.Cl.NO.C(N(CC)CC)C, predict the reaction product. The product is: [NH2:3][C:8]1[N:13]=[C:12]([CH2:14][C:15]([N:17]2[C:25]3[C:20](=[CH:21][C:22]([NH:26][C:27]([C:29]4[C:30]([C:35]5[CH:36]=[CH:37][C:38]([C:41]([F:43])([F:44])[F:42])=[CH:39][CH:40]=5)=[CH:31][CH:32]=[CH:33][CH:34]=4)=[O:28])=[CH:23][CH:24]=3)[CH2:19][CH2:18]2)=[O:16])[CH:11]=[CH:10][CH:9]=1. (4) Given the reactants [CH:1]1[C:2]([CH2:19][C:20]([OH:22])=[O:21])=[CH:3][C:4]([I:18])=[C:5]([O:8][C:9]2[CH:10]=[C:11]([I:17])[C:12]([OH:16])=[C:13]([I:15])[CH:14]=2)[C:6]=1[I:7].[C:23](O)([CH3:26])([CH3:25])[CH3:24].C1(N=C=NC2CCCCC2)CCCCC1, predict the reaction product. The product is: [C:23]([O:21][C:20](=[O:22])[CH2:19][C:2]1[CH:1]=[C:6]([I:7])[C:5]([O:8][C:9]2[CH:10]=[C:11]([I:17])[C:12]([OH:16])=[C:13]([I:15])[CH:14]=2)=[C:4]([I:18])[CH:3]=1)([CH3:26])([CH3:25])[CH3:24].